This data is from Forward reaction prediction with 1.9M reactions from USPTO patents (1976-2016). The task is: Predict the product of the given reaction. Given the reactants [Cl:1][C:2]1[C:3]([CH3:28])=[C:4]([CH:14]2[CH2:17][N:16]([C:18]([O:20][CH2:21][C:22]3[CH:27]=[CH:26][CH:25]=[CH:24][CH:23]=3)=[O:19])[CH2:15]2)[C:5]([O:11][CH2:12][CH3:13])=[C:6]([CH:8](Cl)[CH3:9])[CH:7]=1.[CH3:29][C:30]1[C:38]2[C:33](=[N:34][CH:35]=[N:36][C:37]=2[NH2:39])[NH:32][N:31]=1.C(=O)([O-])[O-].[Cs+].[Cs+].[I-].[K+], predict the reaction product. The product is: [NH2:39][C:37]1[N:36]=[CH:35][N:34]=[C:33]2[N:32]([CH:8]([C:6]3[C:5]([O:11][CH2:12][CH3:13])=[C:4]([CH:14]4[CH2:15][N:16]([C:18]([O:20][CH2:21][C:22]5[CH:27]=[CH:26][CH:25]=[CH:24][CH:23]=5)=[O:19])[CH2:17]4)[C:3]([CH3:28])=[C:2]([Cl:1])[CH:7]=3)[CH3:9])[N:31]=[C:30]([CH3:29])[C:38]=12.